From a dataset of Reaction yield outcomes from USPTO patents with 853,638 reactions. Predict the reaction yield, written as a fraction of the theoretical maximum amount of product (1.0 means a 100% yield; for example, 0.34 means a 34% yield). (1) The reactants are [OH-].[Na+].[CH3:3][O:4][C:5](=[O:20])[C:6]1[CH:11]=[CH:10][C:9]([O:12]C(=O)C)=[CH:8][C:7]=1[O:16][CH:17]([CH3:19])[CH3:18].Cl. The catalyst is C1COCC1.CO.O. The product is [CH3:3][O:4][C:5](=[O:20])[C:6]1[CH:11]=[CH:10][C:9]([OH:12])=[CH:8][C:7]=1[O:16][CH:17]([CH3:18])[CH3:19]. The yield is 1.00. (2) The reactants are [F:1][C:2]1[CH:3]=[C:4]([CH:22]=[C:23]([F:25])[CH:24]=1)[CH2:5][C@@H:6]1[CH2:11][C@@H:10]([C:12]2[O:16][NH:15][C:14](=[O:17])[CH:13]=2)[CH2:9][CH2:8][N:7]1C(OC)=O.Br. No catalyst specified. The product is [F:25][C:23]1[CH:22]=[C:4]([CH:3]=[C:2]([F:1])[CH:24]=1)[CH2:5][C@@H:6]1[CH2:11][C@@H:10]([C:12]2[O:16][NH:15][C:14](=[O:17])[CH:13]=2)[CH2:9][CH2:8][NH:7]1. The yield is 0.160. (3) The reactants are [CH2:1]([O:8][C:9]1[CH:14]=[CH:13][C:12]([C:15](=[O:17])[CH3:16])=[CH:11][CH:10]=1)[C:2]1[CH:7]=[CH:6][CH:5]=[CH:4][CH:3]=1.BrBr. The catalyst is CO. The product is [CH2:1]([O:8][C:9]1[CH:10]=[CH:11][C:12]([C:15](=[O:17])[CH2:16][CH2:1][C:2]2[CH:7]=[CH:6][CH:5]=[CH:4][CH:3]=2)=[CH:13][CH:14]=1)[C:2]1[CH:3]=[CH:4][CH:5]=[CH:6][CH:7]=1. The yield is 0.890. (4) The reactants are [CH:1]1([OH:6])[CH2:5][CH2:4][CH2:3][CH2:2]1.F[C:8]1[CH:9]=[C:10]([CH3:17])[CH:11]=[CH:12][C:13]=1[N+:14]([O-:16])=[O:15].[CH:18]1([O:23][C:24]2[CH:30]=[C:29]([CH3:31])[CH:28]=[CH:27][C:25]=2[NH2:26])[CH2:22][CH2:21][CH2:20][CH2:19]1.[NH2:32][C:33]1[S:34][CH:35]=[CH:36][N:37]=1. No catalyst specified. The product is [CH:1]1([O:6][C:8]2[CH:9]=[C:10]([CH3:17])[CH:11]=[CH:12][C:13]=2[N+:14]([O-:16])=[O:15])[CH2:5][CH2:4][CH2:3][CH2:2]1.[CH:18]1([O:23][C:24]2[CH:30]=[C:29]([CH3:31])[CH:28]=[CH:27][C:25]=2[NH:26][C:1]([NH:32][C:33]2[S:34][CH:35]=[CH:36][N:37]=2)=[O:6])[CH2:22][CH2:21][CH2:20][CH2:19]1. The yield is 0.620. (5) The catalyst is O1CCOCC1. The product is [NH2:34][C:35]1[O:31][C:30]([C@@H:25]2[CH2:24][CH2:23][C@@H:22]3[CH2:29][N:26]2[C:27](=[O:28])[N:21]3[O:20][CH2:13][C:14]2[CH:19]=[CH:18][CH:17]=[CH:16][CH:15]=2)=[N:32][N:33]=1. The yield is 0.320. The reactants are C([O-])(O)=O.[Na+].OC(C(F)(F)F)=O.[CH2:13]([O:20][N:21]1[C:27](=[O:28])[N:26]2[CH2:29][C@H:22]1[CH2:23][CH2:24][C@H:25]2[C:30]([NH:32][NH2:33])=[O:31])[C:14]1[CH:19]=[CH:18][CH:17]=[CH:16][CH:15]=1.[N:34]#[C:35]Br. (6) The reactants are [F:1][C@@H:2]1[CH2:7][CH2:6][N:5](C(OCC2C=CC=CC=2)=O)[CH2:4][C@@H:3]1[NH:18][C:19]1[CH:24]=[N:23][CH:22]=[C:21]([C:25]2[CH:26]=[N:27][N:28]3[CH:33]=[CH:32][CH:31]=[CH:30][C:29]=23)[N:20]=1.Cl.O. The catalyst is CO. The product is [F:1][C@@H:2]1[CH2:7][CH2:6][NH:5][CH2:4][C@@H:3]1[NH:18][C:19]1[CH:24]=[N:23][CH:22]=[C:21]([C:25]2[CH:26]=[N:27][N:28]3[CH:33]=[CH:32][CH:31]=[CH:30][C:29]=23)[N:20]=1. The yield is 0.950. (7) The reactants are [Cl:1][C:2]1[CH:3]=[C:4]2[C:10]([C:11]3[N:16]=[C:15]([NH:17][C@H:18]4[CH2:22][CH2:21][N:20](C(OC(C)(C)C)=O)[CH2:19]4)[C:14]([F:30])=[CH:13][N:12]=3)=[CH:9][N:8]([S:31]([C:34]3[CH:39]=[CH:38][C:37]([CH3:40])=[CH:36][CH:35]=3)(=[O:33])=[O:32])[C:5]2=[N:6][CH:7]=1.Cl. The catalyst is C1COCC1. The product is [Cl:1][C:2]1[CH:3]=[C:4]2[C:10]([C:11]3[N:16]=[C:15]([NH:17][C@H:18]4[CH2:22][CH2:21][NH:20][CH2:19]4)[C:14]([F:30])=[CH:13][N:12]=3)=[CH:9][N:8]([S:31]([C:34]3[CH:39]=[CH:38][C:37]([CH3:40])=[CH:36][CH:35]=3)(=[O:33])=[O:32])[C:5]2=[N:6][CH:7]=1. The yield is 0.880. (8) The reactants are Cl[C:2]1[CH:10]=[C:9]2[C:5]([C:6]([CH:11]=[O:12])=[CH:7][NH:8]2)=[CH:4][C:3]=1C1C=CC(OCC(C)(C)CO)=CC=1.CC(=CC)C.Cl([O-])=[O:32].[Na+].OP([O-])(O)=O.[Na+]. The catalyst is C(#N)C.C(OCC)(=O)C.O.C(O)(C)(C)C. The product is [NH:8]1[C:9]2[C:5](=[CH:4][CH:3]=[CH:2][CH:10]=2)[C:6]([C:11]([OH:12])=[O:32])=[CH:7]1. The yield is 0.320. (9) The reactants are Br[C:2]1[N:6]2[CH2:7][C:8]3([C:15]4[CH:20]=[CH:19][C:18]([O:21][CH3:22])=[CH:17][CH:16]=4)[NH:14][CH2:13][CH2:12][N:9]3[C:10](=[O:11])[C:5]2=[CH:4][CH:3]=1.[CH2:23](Cl)Cl.CB1OB(C)OB(C)O1.C1COCC1.[F-].[K+]. The catalyst is O1CCOCC1.O.C1C=CC(P(C2C=CC=CC=2)[C-]2C=CC=C2)=CC=1.C1C=CC(P(C2C=CC=CC=2)[C-]2C=CC=C2)=CC=1.Cl[Pd]Cl.[Fe+2]. The product is [CH3:22][O:21][C:18]1[CH:19]=[CH:20][C:15]([C:8]23[NH:14][CH2:13][CH2:12][N:9]2[C:10](=[O:11])[C:5]2[N:6]([C:2]([CH3:23])=[CH:3][CH:4]=2)[CH2:7]3)=[CH:16][CH:17]=1. The yield is 0.400.